Dataset: Reaction yield outcomes from USPTO patents with 853,638 reactions. Task: Predict the reaction yield, written as a fraction of the theoretical maximum amount of product (1.0 means a 100% yield; for example, 0.34 means a 34% yield). (1) The product is [Cl:25][C:2]1[CH:3]=[C:4]([CH:8]=[CH:9][C:10]=1[C:11]([O:13][CH3:14])=[O:12])[C:5]([OH:7])=[O:6]. The reactants are N[C:2]1[CH:3]=[C:4]([CH:8]=[CH:9][C:10]=1[C:11]([O:13][CH3:14])=[O:12])[C:5]([OH:7])=[O:6].N([O-])=O.[Na+].CCOC(C)=O.[ClH:25]. The yield is 0.930. The catalyst is C(O)(=O)C.Cl[Cu]. (2) The reactants are [CH2:1]([N:3]([CH2:21][CH3:22])[CH2:4][CH2:5][NH:6][C:7]([C:9]1[CH:18]=[C:17]([F:19])[C:16]2[C:11](=[CH:12][CH:13]=[C:14](I)[CH:15]=2)[N:10]=1)=[O:8])[CH3:2].C(N(CC)CCN[C:29]([C:31]1[CH:32]=[C:33]([Sn:42](CCCC)([CH2:47][CH2:48][CH2:49][CH3:50])[CH2:43][CH2:44][CH2:45][CH3:46])C=C2C=1N=CC=C2F)=O)C. No catalyst specified. The product is [CH2:1]([N:3]([CH2:21][CH3:22])[CH2:4][CH2:5][NH:6][C:7]([C:9]1[CH:18]=[C:17]([F:19])[C:16]2[C:11](=[CH:12][CH:13]=[C:14]([Sn:42]([CH2:43][CH2:44][CH2:45][CH3:46])([CH2:47][CH2:48][CH2:49][CH3:50])[CH2:33][CH2:32][CH2:31][CH3:29])[CH:15]=2)[N:10]=1)=[O:8])[CH3:2]. The yield is 0.570. (3) The reactants are [CH3:1][O:2][C:3](=[NH:8])[CH2:4][CH2:5][C:6]#[CH:7].N[C:10]1[CH:15]=[C:14]([Cl:16])[CH:13]=[CH:12]C=1O. The catalyst is ClC(Cl)C. The product is [CH2:4]([C:3]1[O:2][C:1]2[CH:10]=[CH:15][C:14]([Cl:16])=[CH:13][C:12]=2[N:8]=1)[CH2:5][C:6]#[CH:7]. The yield is 0.0700. (4) The reactants are [Br:1][C:2]1[CH:7]=[CH:6][C:5]([NH:8][C:9]2[C:18]3[C:13](=[CH:14][C:15]([O:20][CH3:21])=[C:16]([OH:19])[CH:17]=3)[N:12]=[CH:11][N:10]=2)=[C:4]([F:22])[CH:3]=1.C([O-])([O-])=O.[K+].[K+].Br[CH2:30][CH2:31][CH2:32][Cl:33].O. The catalyst is CN(C=O)C. The product is [Br:1][C:2]1[CH:7]=[CH:6][C:5]([NH:8][C:9]2[C:18]3[C:13](=[CH:14][C:15]([O:20][CH3:21])=[C:16]([O:19][CH2:30][CH2:31][CH2:32][Cl:33])[CH:17]=3)[N:12]=[CH:11][N:10]=2)=[C:4]([F:22])[CH:3]=1. The yield is 0.829. (5) The reactants are [N+:1]([C:4]1[CH:5]=[C:6]2[C:11](=[CH:12][CH:13]=1)[N:10]=[CH:9][N:8]=[C:7]2[N:14]1[CH2:19][CH2:18][N:17]([C:20]([O:22][C:23]([CH3:26])([CH3:25])[CH3:24])=[O:21])[CH2:16][CH2:15]1)([O-])=O. The catalyst is COCCO.[Pd]. The product is [NH2:1][C:4]1[CH:5]=[C:6]2[C:11](=[CH:12][CH:13]=1)[N:10]=[CH:9][N:8]=[C:7]2[N:14]1[CH2:19][CH2:18][N:17]([C:20]([O:22][C:23]([CH3:26])([CH3:25])[CH3:24])=[O:21])[CH2:16][CH2:15]1. The yield is 0.950. (6) The reactants are [CH3:1][C@@H:2]([C@@H:8]1[C@@:12]2([CH3:27])[CH2:13][CH2:14][C@@H:15]3[C@@:20]4([CH3:26])[CH2:21][CH2:22][C@@H:23]([OH:25])[CH2:24][C@H:19]4[CH2:18][CH2:17][C@H:16]3[C@@H:11]2[CH2:10][CH2:9]1)[CH2:3][CH2:4][C:5](O)=[O:6].C(OC(Cl)=O)C(C)C.C(N(CC)CC)C.[CH2:43]([NH:61]CCCCCCCCCCCCCCCCCC)[CH2:44][CH2:45][CH2:46][CH2:47][CH2:48][CH2:49][CH2:50][CH2:51][CH2:52][CH2:53][CH2:54][CH2:55][CH2:56][CH2:57][CH2:58][CH2:59][CH3:60]. The catalyst is O1CCCC1. The product is [CH2:43]([NH:61][C:5](=[O:6])[CH2:4][CH2:3][CH:2]([CH:8]1[C:12]2([CH3:27])[CH:11]([CH:16]3[CH:15]([CH2:14][CH2:13]2)[C:20]2([CH3:26])[CH:19]([CH2:24][CH:23]([OH:25])[CH2:22][CH2:21]2)[CH2:18][CH2:17]3)[CH2:10][CH2:9]1)[CH3:1])[CH2:44][CH2:45][CH2:46][CH2:47][CH2:48][CH2:49][CH2:50][CH2:51][CH2:52][CH2:53][CH2:54][CH2:55][CH2:56][CH2:57][CH2:58][CH2:59][CH3:60]. The yield is 0.890.